This data is from Forward reaction prediction with 1.9M reactions from USPTO patents (1976-2016). The task is: Predict the product of the given reaction. (1) Given the reactants [O:1]=[C:2]1[C:7]2[CH:8]=[CH:9][CH:10]=[CH:11][C:6]=2[S:5][C:4]([C:12]2[N:17]=[C:16]([CH2:18][CH2:19][C:20]([O:22]C(C)(C)C)=[O:21])[CH:15]=[CH:14][CH:13]=2)=[N:3]1.C(OC(C)C)(C)C, predict the reaction product. The product is: [O:1]=[C:2]1[C:7]2[CH:8]=[CH:9][CH:10]=[CH:11][C:6]=2[S:5][C:4]([C:12]2[N:17]=[C:16]([CH2:18][CH2:19][C:20]([OH:22])=[O:21])[CH:15]=[CH:14][CH:13]=2)=[N:3]1. (2) Given the reactants [Br:1][C:2]1[CH:7]=[CH:6][C:5]([OH:8])=[CH:4][C:3]=1[C:9]([F:12])([F:11])[F:10].C(=O)([O-])[O-].[K+].[K+].Br[CH2:20][CH2:21][CH3:22], predict the reaction product. The product is: [Br:1][C:2]1[CH:7]=[CH:6][C:5]([O:8][CH2:20][CH2:21][CH3:22])=[CH:4][C:3]=1[C:9]([F:10])([F:11])[F:12]. (3) Given the reactants Br[C:2]1[CH:3]=[CH:4][C:5]2[O:9][C:8]([C:10]3[CH:15]=[CH:14][C:13]([C:16]4[CH:21]=[CH:20][CH:19]=[CH:18][N:17]=4)=[C:12]([O:22][CH3:23])[CH:11]=3)=[N:7][C:6]=2[CH:24]=1.[CH3:25][N:26](C=O)C, predict the reaction product. The product is: [C:25]([C:2]1[CH:3]=[CH:4][C:5]2[O:9][C:8]([C:10]3[CH:15]=[CH:14][C:13]([C:16]4[CH:21]=[CH:20][CH:19]=[CH:18][N:17]=4)=[C:12]([O:22][CH3:23])[CH:11]=3)=[N:7][C:6]=2[CH:24]=1)#[N:26]. (4) Given the reactants [NH:1]([C:3](=[O:13])[CH2:4][NH:5][C:6](=[O:12])[O:7][C:8]([CH3:11])([CH3:10])[CH3:9])[NH2:2].C(=O)([O-])O.[Na+].[CH3:19][O:20][C:21]1[CH:29]=[C:28]([N+:30]([O-:32])=[O:31])[CH:27]=[CH:26][C:22]=1[C:23](Cl)=[O:24].C(=O)([O-])[O-].[Na+].[Na+], predict the reaction product. The product is: [CH3:19][O:20][C:21]1[CH:29]=[C:28]([N+:30]([O-:32])=[O:31])[CH:27]=[CH:26][C:22]=1[C:23]([NH:2][NH:1][C:3](=[O:13])[CH2:4][NH:5][C:6](=[O:12])[O:7][C:8]([CH3:9])([CH3:10])[CH3:11])=[O:24]. (5) Given the reactants C[O:2][C:3]([C:5]1([O:8][CH:9]2[CH2:14][CH2:13][CH2:12][CH2:11][O:10]2)[CH2:7][CH2:6]1)=O.[H-].[Al+3].[Li+].[H-].[H-].[H-], predict the reaction product. The product is: [O:10]1[CH2:11][CH2:12][CH2:13][CH2:14][CH:9]1[O:8][C:5]1([CH2:3][OH:2])[CH2:7][CH2:6]1. (6) Given the reactants [CH3:1][O:2][C:3](=[O:21])[C:4]1[CH:9]=[C:8]([F:10])[CH:7]=[CH:6][C:5]=1[C:11]([NH:13]C(OC(C)(C)C)=O)=[O:12].C(O)(C(F)(F)F)=O, predict the reaction product. The product is: [CH3:1][O:2][C:3](=[O:21])[C:4]1[C:5](=[CH:6][CH:7]=[C:8]([F:10])[CH:9]=1)[C:11]([NH2:13])=[O:12]. (7) Given the reactants [N+:1]([C:4]1[CH:5]=[C:6]2[N:12]=[C:11]([C:13]([O:15][CH2:16][CH3:17])=[O:14])[S:10][C:7]2=[N:8][CH:9]=1)([O-])=O, predict the reaction product. The product is: [NH2:1][C:4]1[CH:5]=[C:6]2[N:12]=[C:11]([C:13]([O:15][CH2:16][CH3:17])=[O:14])[S:10][C:7]2=[N:8][CH:9]=1. (8) The product is: [CH3:1][C:2]1[CH:7]=[CH:6][CH:5]=[CH:4][C:3]=1[CH2:8][CH2:9][C:10]1[CH:15]=[CH:14][N:13]=[CH:12][C:11]=1[C:16]([OH:18])=[O:17]. Given the reactants [CH3:1][C:2]1[CH:7]=[CH:6][CH:5]=[CH:4][C:3]=1[CH2:8][CH2:9][C:10]1[CH:15]=[CH:14][N:13]=[CH:12][C:11]=1[C:16]([O:18]CC)=[O:17].[OH-].[K+], predict the reaction product. (9) Given the reactants C(O)(C(F)(F)F)=O.C(Cl)Cl.[CH:11]([C:13]1[CH:18]=[CH:17][N:16]=[C:15]([C:19]2[CH:24]=[CH:23][N:22]=[C:21]([C:25]([NH:27][CH3:28])=[O:26])[CH:20]=2)[C:14]=1[O:29]COC)=[O:12], predict the reaction product. The product is: [CH:11]([C:13]1[CH:18]=[CH:17][N:16]=[C:15]([C:19]2[CH:24]=[CH:23][N:22]=[C:21]([C:25]([NH:27][CH3:28])=[O:26])[CH:20]=2)[C:14]=1[OH:29])=[O:12].